Dataset: Cav3 T-type calcium channel HTS with 100,875 compounds. Task: Binary Classification. Given a drug SMILES string, predict its activity (active/inactive) in a high-throughput screening assay against a specified biological target. (1) The compound is S(c1n(c(nn1)CNc1ccc(F)cc1)c1ccc(cc1)C)CC(=O)N. The result is 0 (inactive). (2) The compound is o1c(nnc1c1ccc(N)cc1)c1ccc(c2ccccc2)cc1. The result is 0 (inactive). (3) The drug is S(Cc1c2cc3CCCc3cc2oc(=O)c1)c1nc(N)cc(n1)N. The result is 0 (inactive). (4) The compound is S1C(CC(OC(C(=O)NCC2OCCC2)CC)=O)C(=O)Nc2c1cccc2. The result is 0 (inactive). (5) The compound is S(c1nc(cc(n1)C)C)CC(OCC(=O)Nc1cc(ccc1)C(OC)=O)=O. The result is 0 (inactive). (6) The compound is Brc1ccc(c2oc(SCC(=O)Nc3c4c(ccc3)cccc4)nn2)cc1. The result is 0 (inactive). (7) The compound is Fc1c(NC(=O)CCN2C(=O)c3c(C2=O)cccc3)ccc(F)c1. The result is 0 (inactive). (8) The compound is S1C(c2c(n([nH]c2C)c2ccc(cc2)C)=NC(=O)C1)c1cc2OCOc2cc1. The result is 1 (active). (9) The compound is FC(F)(F)C(=O)NCCc1ccncc1. The result is 0 (inactive). (10) The molecule is s1c(C(=O)Nc2ccc(N3CCN(CC3)C(=O)c3occc3)cc2)ccc1. The result is 0 (inactive).